Task: Predict the reactants needed to synthesize the given product.. Dataset: Full USPTO retrosynthesis dataset with 1.9M reactions from patents (1976-2016) (1) Given the product [NH2:29][C:20]1[CH:21]=[C:22]([C:25]([F:27])([F:28])[F:26])[CH:23]=[CH:24][C:19]=1[S:16]([NH:15][C:14]1[C:5]([Cl:4])=[CH:6][CH:7]=[C:8]2[C:13]=1[N:12]=[CH:11][CH:10]=[C:9]2[O:32][CH3:33])(=[O:17])=[O:18], predict the reactants needed to synthesize it. The reactants are: [Sn](Cl)Cl.[Cl:4][C:5]1[C:14]([NH:15][S:16]([C:19]2[CH:24]=[CH:23][C:22]([C:25]([F:28])([F:27])[F:26])=[CH:21][C:20]=2[N+:29]([O-])=O)(=[O:18])=[O:17])=[C:13]2[C:8]([C:9]([O:32][CH3:33])=[CH:10][CH:11]=[N:12]2)=[CH:7][CH:6]=1. (2) Given the product [OH:35][C@@H:28]([C:29]1[CH:30]=[CH:31][CH:32]=[CH:33][CH:34]=1)[CH2:36][CH2:37][C:38]([O:40][CH3:41])=[O:39], predict the reactants needed to synthesize it. The reactants are: B1(C)OC(C2C=CC=CC=2)(C2C=CC=CC=2)[C@H]2N1CCC2.B.C1COCC1.[C:28]([CH2:36][CH2:37][C:38]([O:40][CH3:41])=[O:39])(=[O:35])[C:29]1[CH:34]=[CH:33][CH:32]=[CH:31][CH:30]=1.C([O-])([O-])=O.[K+].[K+]. (3) Given the product [C:35]([O:34][CH2:33][CH2:32][CH2:31][O:30][C:4]1[C:5]2[NH:11][C:10](=[O:12])[CH:9]([CH2:13][C:14]([O:16][CH2:17][CH3:18])=[O:15])[O:8][CH:7]([C:19]3[CH:24]=[CH:23][CH:22]=[C:21]([O:25][CH3:26])[C:20]=3[O:27][CH3:28])[C:6]=2[CH:29]=[C:2]([Cl:1])[CH:3]=1)(=[O:37])[CH3:36], predict the reactants needed to synthesize it. The reactants are: [Cl:1][C:2]1[CH:3]=[C:4]([O:30][CH2:31][CH2:32][CH2:33][OH:34])[C:5]2[NH:11][C:10](=[O:12])[C@@H:9]([CH2:13][C:14]([O:16][CH2:17][CH3:18])=[O:15])[O:8][C@H:7]([C:19]3[CH:24]=[CH:23][CH:22]=[C:21]([O:25][CH3:26])[C:20]=3[O:27][CH3:28])[C:6]=2[CH:29]=1.[C:35](Cl)(=[O:37])[CH3:36].P([O-])([O-])([O-])=O. (4) Given the product [Cl:68][C:69]1[CH:74]=[CH:73][CH:72]=[CH:71][C:70]=1[N:75]1[CH2:80][CH2:79][N:78]([C:22](=[O:24])[C@@H:21]([NH:20][C:18](=[O:19])[O:17][CH2:10][C:11]2[CH:12]=[CH:13][CH:14]=[CH:15][CH:16]=2)[CH2:25][CH2:26][CH2:27][CH2:28][NH:29][C:30](=[O:33])[CH:31]=[CH2:32])[CH2:77][CH2:76]1, predict the reactants needed to synthesize it. The reactants are: C(N(C(C)C)CC)(C)C.[CH2:10]([O:17][C:18]([NH:20][C@@H:21]([CH2:25][CH2:26][CH2:27][CH2:28][NH:29][C:30](=[O:33])[CH:31]=[CH2:32])[C:22]([OH:24])=O)=[O:19])[C:11]1[CH:16]=[CH:15][CH:14]=[CH:13][CH:12]=1.CN(C(ON1N=NC2C=CC=NC1=2)=[N+](C)C)C.F[P-](F)(F)(F)(F)F.C1C=CC2N(O)N=NC=2C=1.[Cl:68][C:69]1[CH:74]=[CH:73][CH:72]=[CH:71][C:70]=1[N:75]1[CH2:80][CH2:79][NH:78][CH2:77][CH2:76]1. (5) Given the product [C:1]([O:5][C:6]([N:8]1[CH2:16][C:15]2[C:10](=[CH:11][CH:12]=[CH:13][C:14]=2[NH:17][CH2:18][C:19]([OH:21])=[O:20])[CH2:9]1)=[O:7])([CH3:4])([CH3:2])[CH3:3], predict the reactants needed to synthesize it. The reactants are: [C:1]([O:5][C:6]([N:8]1[CH2:16][C:15]2[C:10](=[CH:11][CH:12]=[CH:13][C:14]=2[NH:17][CH2:18][C:19]([O:21]CC)=[O:20])[CH2:9]1)=[O:7])([CH3:4])([CH3:3])[CH3:2].[Li+].[OH-].Cl. (6) Given the product [Cl:18][C:19]1[CH:27]=[CH:26][CH:25]=[CH:24][C:20]=1[C:21]1[O:1][N:2]=[C:3]([N:5]2[CH2:6][CH2:7][N:8]([C:11]([O:13][C:14]([CH3:17])([CH3:16])[CH3:15])=[O:12])[CH2:9][CH2:10]2)[N:4]=1, predict the reactants needed to synthesize it. The reactants are: [OH:1][NH:2][C:3]([N:5]1[CH2:10][CH2:9][N:8]([C:11]([O:13][C:14]([CH3:17])([CH3:16])[CH3:15])=[O:12])[CH2:7][CH2:6]1)=[NH:4].[Cl:18][C:19]1[CH:27]=[CH:26][CH:25]=[CH:24][C:20]=1[C:21](Cl)=O. (7) Given the product [OH:41][CH:2]([CH2:3][OH:32])[CH2:1][N:4]1[C:13]2[C:8](=[CH:9][CH:10]=[CH:11][N:12]=2)[C:7]([OH:14])=[C:6]([C:15]2[NH:20][C:19]3[CH:21]=[CH:22][CH:23]=[CH:24][C:18]=3[S:17](=[O:25])(=[O:26])[N:16]=2)[C:5]1=[O:27], predict the reactants needed to synthesize it. The reactants are: [CH2:1]([N:4]1[C:13]2[C:8](=[CH:9][CH:10]=[CH:11][N:12]=2)[C:7]([OH:14])=[C:6]([C:15]2[NH:20][C:19]3[CH:21]=[CH:22][CH:23]=[CH:24][C:18]=3[S:17](=[O:26])(=[O:25])[N:16]=2)[C:5]1=[O:27])[CH:2]=[CH2:3].C[N+]1([O-])CC[O:32]CC1.S(=O)(O)[O-].[Na+].[OH2:41]. (8) Given the product [Cl:29][C:30]1[CH:35]=[C:34]([N+:36]([O-:38])=[O:37])[CH:33]=[CH:32][C:31]=1[N:39]=[N:40][C:41]1[CH:57]=[CH:56][C:44]([N:45]([CH2:46][CH3:47])[CH2:14][CH2:13][C:12]([O:16][CH2:2][C:3]#[N:4])=[O:15])=[CH:43][C:42]=1[NH:58][C:59](=[O:61])[CH3:60], predict the reactants needed to synthesize it. The reactants are: Cl[C:2]1C=C([N+]([O-])=O)C=C[C:3]=1[NH2:4].[C:12]([OH:16])(=[O:15])[CH2:13][CH3:14].N(OS(=O)(=O)O)=O.S(=O)(=O)(O)N.[Cl:29][C:30]1[CH:35]=[C:34]([N+:36]([O-:38])=[O:37])[CH:33]=[CH:32][C:31]=1[N:39]=[N:40][C:41]1[CH:57]=[CH:56][C:44]([N:45](CC)[CH2:46][C:47](=C=O)OCC#N)=[CH:43][C:42]=1[NH:58][C:59](=[O:61])[CH3:60].